From a dataset of Experimentally validated miRNA-target interactions with 360,000+ pairs, plus equal number of negative samples. Binary Classification. Given a miRNA mature sequence and a target amino acid sequence, predict their likelihood of interaction. (1) The miRNA is hsa-miR-154-5p with sequence UAGGUUAUCCGUGUUGCCUUCG. The protein sequence of the target gene is MDPGLQQALNGMAPPGDTAMHVPAGSVASHLGTTSRSYFYLTTATLALCLVFTVATIMVLVVQRTDSIPNSPDNVPLKGGNCSEDLLCILKRAPFKKSWAYLQVAKHLNKTKLSWNKDGILHGVRYQDGNLVIQFPGLYFIICQLQFLVQCPNNSVDLKLELLINKHIKKQALVTVCESGMQTKHVYQNLSQFLLDYLQVNTTISVNVDTFQYIDTSTFPLENVLSIFLYSNSD. Result: 0 (no interaction). (2) The miRNA is mmu-miR-21a-3p with sequence CAACAGCAGUCGAUGGGCUGUC. The protein sequence of the target gene is MSVGCPEPEPLHSLPCCGPGAAPVPGAGVPLLTEDMQALTLRTLAASDVTKHYELVRELGKGTYGKVDLVAYKGTGTKMALKFVNKSKTKLKNFLREVSITNSLSSSPFIIKVFDVVFETEECYVFAQEYAPAGDLFDIIPPQVGLPEDTVKRCVQQLGLALDFMHSRQLVHRDIKPENVLLFDRECRRVKLADFGMTRRVGCRVKRVSGTIPYTAPEVCQAGRADGFAVDTGVDVWAFGVLIFCVLTGNFPWEAASGADAFFEEFVRWQRGRLPGLPSQWRRFTEPALRMFQRLLALEP.... Result: 0 (no interaction).